From a dataset of Full USPTO retrosynthesis dataset with 1.9M reactions from patents (1976-2016). Predict the reactants needed to synthesize the given product. The reactants are: [Cl:1][C:2]1[CH:7]=[CH:6][C:5]([C@H:8]2[C@H:13]([OH:14])[C@@H:12]([OH:15])[C@H:11]([OH:16])[C@@H:10]([CH2:17][OH:18])[O:9]2)=[CH:4][C:3]=1[CH2:19][C:20]1[CH:21]=[C:22]2[C:27](=[CH:28][CH:29]=1)[N:26](CC1C=CC(OC)=CC=1)[CH2:25][CH2:24][CH2:23]2.Cl. Given the product [Cl:1][C:2]1[CH:7]=[CH:6][C:5]([C@H:8]2[C@H:13]([OH:14])[C@@H:12]([OH:15])[C@H:11]([OH:16])[C@@H:10]([CH2:17][OH:18])[O:9]2)=[CH:4][C:3]=1[CH2:19][C:20]1[CH:21]=[C:22]2[C:27](=[CH:28][CH:29]=1)[NH:26][CH2:25][CH2:24][CH2:23]2, predict the reactants needed to synthesize it.